From a dataset of Full USPTO retrosynthesis dataset with 1.9M reactions from patents (1976-2016). Predict the reactants needed to synthesize the given product. Given the product [O:9]([CH2:8][C@@H:5]1[C@@H:6]([OH:7])[C@@:2]([Cl:1])([F:32])[C@H:3]([N:24]2[CH:29]=[CH:28][C:27](=[O:30])[NH:26][C:25]2=[O:31])[O:4]1)[P:10]([O:15][P:10]([OH:15])([OH:11])=[O:9])(=[O:23])[OH:11], predict the reactants needed to synthesize it. The reactants are: [Cl:1][C@@:2]1([F:32])[C@H:6]([OH:7])[C@@H:5]([CH2:8][O:9][P:10]2(=[O:23])[O:15]C3C=CC([N+]([O-])=O)=CC=3C[O:11]2)[O:4][C@H:3]1[N:24]1[CH:29]=[CH:28][C:27](=[O:30])[NH:26][C:25]1=[O:31].